This data is from Full USPTO retrosynthesis dataset with 1.9M reactions from patents (1976-2016). The task is: Predict the reactants needed to synthesize the given product. (1) Given the product [Cl:1][C:2]1[CH:25]=[CH:24][C:5]([CH2:6][N:7]2[C:15]3[C:10](=[CH:11][C:12](/[CH:16]=[C:17]4/[C:18](=[O:23])[N:19]([CH2:36][CH:34]5[CH2:33][O:32][C:31]([CH3:38])([CH3:30])[O:35]5)[C:20](=[O:22])[S:21]/4)=[CH:13][CH:14]=3)[CH:9]=[N:8]2)=[C:4]([C:26]([F:27])([F:29])[F:28])[CH:3]=1, predict the reactants needed to synthesize it. The reactants are: [Cl:1][C:2]1[CH:25]=[CH:24][C:5]([CH2:6][N:7]2[C:15]3[C:10](=[CH:11][C:12](/[CH:16]=[C:17]4/[C:18](=[O:23])[NH:19][C:20](=[O:22])[S:21]/4)=[CH:13][CH:14]=3)[CH:9]=[N:8]2)=[C:4]([C:26]([F:29])([F:28])[F:27])[CH:3]=1.[CH3:30][C:31]1([CH3:38])[O:35][CH:34]([CH2:36]O)[CH2:33][O:32]1. (2) Given the product [C:1]([O:5][C:6](=[O:7])[CH2:8][C@H:9]1[CH2:10][C@@H:11]([C:13](=[O:15])[N:33]([O:34][CH3:35])[CH3:32])[CH2:12]1)([CH3:2])([CH3:3])[CH3:4], predict the reactants needed to synthesize it. The reactants are: [C:1]([O:5][C:6]([CH2:8][C@@H:9]1[CH2:12][C@H:11]([C:13]([OH:15])=O)[CH2:10]1)=[O:7])([CH3:4])([CH3:3])[CH3:2].CN1CCCCC1.ClC(OCC(C)C)=O.Cl.[CH3:32][NH:33][O:34][CH3:35]. (3) Given the product [CH:33]1([N:14]2[C:13]3[CH:39]=[CH:40][C:10]([C:8]([NH:41][CH2:42][CH2:43][S:44]([OH:47])(=[O:46])=[O:45])=[O:9])=[CH:11][C:12]=3[N:16]=[C:15]2[C:17]2[CH:18]=[C:19]3[C:24](=[CH:25][CH:26]=2)[N:23]=[C:22]([C:27]2[CH:28]=[CH:29][CH:30]=[CH:31][CH:32]=2)[CH:21]=[N:20]3)[CH2:38][CH2:37][CH2:36][CH2:35][CH2:34]1, predict the reactants needed to synthesize it. The reactants are: N1(N[C:8]([C:10]2[CH:40]=[CH:39][C:13]3[N:14]([CH:33]4[CH2:38][CH2:37][CH2:36][CH2:35][CH2:34]4)[C:15]([C:17]4[CH:18]=[C:19]5[C:24](=[CH:25][CH:26]=4)[N:23]=[C:22]([C:27]4[CH:32]=[CH:31][CH:30]=[CH:29][CH:28]=4)[CH:21]=[N:20]5)=[N:16][C:12]=3[CH:11]=2)=[O:9])CCOCC1.[NH2:41][CH2:42][CH2:43][S:44]([OH:47])(=[O:46])=[O:45]. (4) Given the product [F:1][C:2]1[CH:3]=[C:4]([CH:7]=[CH:8][C:9]=1[F:10])[CH:5]=[CH:12][C:13]([OH:15])=[O:14], predict the reactants needed to synthesize it. The reactants are: [F:1][C:2]1[CH:3]=[C:4]([CH:7]=[CH:8][C:9]=1[F:10])[CH:5]=O.C(O)(=O)[CH2:12][C:13]([OH:15])=[O:14].N1CCCCC1.N1C=CC=CC=1.Cl.